Dataset: Forward reaction prediction with 1.9M reactions from USPTO patents (1976-2016). Task: Predict the product of the given reaction. (1) Given the reactants C([O:3][C:4](=[O:18])[CH:5]([CH2:8][C:9]1[CH:14]=[CH:13][C:12]([OH:15])=[CH:11][C:10]=1[O:16][CH3:17])CC)C.[O:19]([C:26]1[CH:36]=[CH:35][C:29]([O:30][CH2:31][CH2:32][CH2:33]O)=[CH:28][CH:27]=1)[C:20]1[CH:25]=[CH:24][CH:23]=[CH:22][CH:21]=1.C[CH:38]([O:40]C(/N=N/C(OC(C)C)=O)=O)C.C1(C)C=CC=CC=1.[OH-].[Na+], predict the reaction product. The product is: [CH3:38][O:40][CH:5]([CH2:8][C:9]1[CH:14]=[CH:13][C:12]([O:15][CH2:33][CH2:32][CH2:31][O:30][C:29]2[CH:35]=[CH:36][C:26]([O:19][C:20]3[CH:25]=[CH:24][CH:23]=[CH:22][CH:21]=3)=[CH:27][CH:28]=2)=[CH:11][C:10]=1[O:16][CH3:17])[C:4]([OH:3])=[O:18]. (2) Given the reactants C([O:3][C:4](=[O:21])[C:5]1[CH:10]=[C:9]([F:11])[C:8]([N:12]2[CH2:16][CH2:15][CH2:14][CH2:13]2)=[CH:7][C:6]=1[NH:17][CH:18]1[CH2:20][CH2:19]1)C.[OH-].[Na+], predict the reaction product. The product is: [CH:18]1([NH:17][C:6]2[CH:7]=[C:8]([N:12]3[CH2:13][CH2:14][CH2:15][CH2:16]3)[C:9]([F:11])=[CH:10][C:5]=2[C:4]([OH:21])=[O:3])[CH2:19][CH2:20]1.